This data is from Reaction yield outcomes from USPTO patents with 853,638 reactions. The task is: Predict the reaction yield, written as a fraction of the theoretical maximum amount of product (1.0 means a 100% yield; for example, 0.34 means a 34% yield). (1) The reactants are [I:1][C:2]1[C:10]2[C:5](=[CH:6][CH:7]=[C:8]([C:11]#[N:12])[CH:9]=2)[N:4]([S:13]([C:16]2[CH:22]=[CH:21][C:19]([CH3:20])=[CH:18][CH:17]=2)(=[O:15])=[O:14])[CH:3]=1.CCN(CC)CC.[NH2:30][OH:31].Cl. The catalyst is CCO. The product is [OH:31][N:30]=[C:11]([C:8]1[CH:9]=[C:10]2[C:5](=[CH:6][CH:7]=1)[N:4]([S:13]([C:16]1[CH:22]=[CH:21][C:19]([CH3:20])=[CH:18][CH:17]=1)(=[O:15])=[O:14])[CH:3]=[C:2]2[I:1])[NH2:12]. The yield is 0.887. (2) The product is [Br:47][C:45]1[CH:46]=[C:41]([NH:40][C:4]([CH:1]2[CH2:3][CH2:2]2)=[O:6])[C:42](=[O:49])[N:43]([CH3:48])[CH:44]=1. The catalyst is C(Cl)Cl. The reactants are [CH:1]1([C:4]([OH:6])=O)[CH2:3][CH2:2]1.CN(C(ON1N=NC2C=CC=NC1=2)=[N+](C)C)C.F[P-](F)(F)(F)(F)F.CCN(C(C)C)C(C)C.[NH2:40][C:41]1[C:42](=[O:49])[N:43]([CH3:48])[CH:44]=[C:45]([Br:47])[CH:46]=1. The yield is 0.720. (3) The yield is 0.660. The product is [CH3:17][C@H:18]1[CH2:23][CH2:22][CH2:21][CH2:20][N:19]1[C:2]1[C:3](=[O:16])[NH:4][C:5]2[C:10]([N:11]=1)=[CH:9][C:8]([C:12]([O:14][CH3:15])=[O:13])=[CH:7][CH:6]=2. The catalyst is CS(C)=O. The reactants are Cl[C:2]1[C:3](=[O:16])[NH:4][C:5]2[C:10]([N:11]=1)=[CH:9][C:8]([C:12]([O:14][CH3:15])=[O:13])=[CH:7][CH:6]=2.[CH3:17][C@H:18]1[CH2:23][CH2:22][CH2:21][CH2:20][NH:19]1.CCN(C(C)C)C(C)C.